Dataset: Full USPTO retrosynthesis dataset with 1.9M reactions from patents (1976-2016). Task: Predict the reactants needed to synthesize the given product. (1) Given the product [F:2][CH2:3][CH:4]1[O:9][CH2:8][CH2:7][N:6]([C:10]2[N:11]=[C:12]([CH2:17][C:18]([NH:26][C:25]3[CH:27]=[CH:28][C:22]([F:21])=[CH:23][CH:24]=3)=[O:20])[NH:13][C:14](=[O:16])[CH:15]=2)[CH2:5]1, predict the reactants needed to synthesize it. The reactants are: [Na].[F:2][CH2:3][CH:4]1[O:9][CH2:8][CH2:7][N:6]([C:10]2[N:11]=[C:12]([CH2:17][C:18]([OH:20])=O)[NH:13][C:14](=[O:16])[CH:15]=2)[CH2:5]1.[F:21][C:22]1[CH:28]=[CH:27][C:25]([NH2:26])=[CH:24][CH:23]=1. (2) Given the product [OH:9][C@@H:10]1[CH2:14][N:13]([C:15]([O:17][C:18]([CH3:21])([CH3:20])[CH3:19])=[O:16])[C@@H:12]([CH3:22])[CH2:11]1, predict the reactants needed to synthesize it. The reactants are: C([O:9][C@@H:10]1[CH2:14][N:13]([C:15]([O:17][C:18]([CH3:21])([CH3:20])[CH3:19])=[O:16])[C@@H:12]([CH3:22])[CH2:11]1)(=O)C1C=CC=CC=1.C([O-])([O-])=O.[K+].[K+]. (3) Given the product [CH3:1][C:23]1([C:24]([O:26][CH3:27])=[O:25])[C:18]2[CH:17]=[N:16][C:15]([S:14][CH3:13])=[N:20][C:19]=2[CH2:21][N:22]1[C:28]([O:30][C:31]([CH3:34])([CH3:33])[CH3:32])=[O:29], predict the reactants needed to synthesize it. The reactants are: [CH:1](NC(C)C)(C)C.C([Li])CCC.[CH3:13][S:14][C:15]1[N:16]=[CH:17][C:18]2[CH:23]([C:24]([O:26][CH3:27])=[O:25])[N:22]([C:28]([O:30][C:31]([CH3:34])([CH3:33])[CH3:32])=[O:29])[CH2:21][C:19]=2[N:20]=1.CI. (4) Given the product [N:24]([CH2:2][CH2:3][CH2:4][S:5]([O:8][CH2:9][C:10]([CH3:23])([CH3:22])[CH2:11][CH2:12][CH2:13][O:14][CH2:15][C:16]1[CH:21]=[CH:20][CH:19]=[CH:18][CH:17]=1)(=[O:7])=[O:6])=[N+:25]=[N-:26], predict the reactants needed to synthesize it. The reactants are: Cl[CH2:2][CH2:3][CH2:4][S:5]([O:8][CH2:9][C:10]([CH3:23])([CH3:22])[CH2:11][CH2:12][CH2:13][O:14][CH2:15][C:16]1[CH:21]=[CH:20][CH:19]=[CH:18][CH:17]=1)(=[O:7])=[O:6].[N-:24]=[N+:25]=[N-:26].[Na+]. (5) The reactants are: [H-].[Na+].[N+:3]([C:6]1[CH:7]=[C:8]([C:16]2[C:17]([C:21]#[N:22])=[CH:18][NH:19][CH:20]=2)[CH:9]=[C:10]([C:12]([F:15])([F:14])[F:13])[CH:11]=1)([O-:5])=[O:4].Br[CH2:24][C:25]([O:27][CH3:28])=[O:26].O. Given the product [CH3:28][O:27][C:25](=[O:26])[CH2:24][N:19]1[CH:20]=[C:16]([C:8]2[CH:9]=[C:10]([C:12]([F:13])([F:14])[F:15])[CH:11]=[C:6]([N+:3]([O-:5])=[O:4])[CH:7]=2)[C:17]([C:21]#[N:22])=[CH:18]1, predict the reactants needed to synthesize it. (6) The reactants are: [CH:1]([C@@H:4]1[CH2:8][C@@H:7]([C@@H:9]([N:36]=[N+:37]=[N-:38])[CH2:10][C@@H:11]([CH:33]([CH3:35])[CH3:34])[CH:12]([O:27][C:28](=[O:32])[CH:29]([CH3:31])[CH3:30])[C:13]2[CH:18]=[CH:17][C:16]([O:19][CH3:20])=[C:15]([CH2:21][CH2:22][O:23][CH2:24][O:25][CH3:26])[CH:14]=2)[O:6][C:5]1=[O:39])([CH3:3])[CH3:2]. Given the product [CH2:9]([NH:36][C:5](=[O:39])[C@H:4]([CH:1]([CH3:2])[CH3:3])[CH2:8][C@H:7]([OH:6])[C@@H:9]([N:36]=[N+:37]=[N-:38])[CH2:10][C@@H:11]([CH:33]([CH3:34])[CH3:35])[CH:12]([O:27][C:28](=[O:32])[CH:29]([CH3:30])[CH3:31])[C:13]1[CH:18]=[CH:17][C:16]([O:19][CH3:20])=[C:15]([CH2:21][CH2:22][O:23][CH2:24][O:25][CH3:26])[CH:14]=1)[CH2:7][CH2:8][CH3:4], predict the reactants needed to synthesize it. (7) The reactants are: [CH3:1][C:2]1[N:6]([CH:7]2[CH2:12][CH2:11][O:10][CH2:9][CH2:8]2)[C:5]2[CH:13]=[CH:14][C:15]([C:17]([OH:19])=O)=[CH:16][C:4]=2[N:3]=1.S(Cl)(Cl)=O.[F:24][C:25]([F:35])([F:34])[C:26]1[CH:31]=[CH:30][C:29](O)=[C:28]([NH2:33])[CH:27]=1.C(N(CC)CC)C.CS(O)(=O)=O.C(=O)([O-])O.[Na+]. Given the product [F:24][C:25]([F:34])([F:35])[C:26]1[CH:31]=[CH:30][C:29]2[O:19][C:17]([C:15]3[CH:14]=[CH:13][C:5]4[N:6]([CH:7]5[CH2:8][CH2:9][O:10][CH2:11][CH2:12]5)[C:2]([CH3:1])=[N:3][C:4]=4[CH:16]=3)=[N:33][C:28]=2[CH:27]=1, predict the reactants needed to synthesize it.